Predict the reaction yield, written as a fraction of the theoretical maximum amount of product (1.0 means a 100% yield; for example, 0.34 means a 34% yield). From a dataset of Reaction yield outcomes from USPTO patents with 853,638 reactions. (1) The product is [C:17]([C:10]1[C:11](=[O:16])[C:12]([O:14][CH3:15])=[CH:13][N:8]([C:4]2[CH:5]=[CH:6][CH:7]=[C:2]([Br:1])[C:3]=2[F:23])[N:9]=1)(=[O:18])[CH3:24]. The catalyst is C1COCC1. The reactants are [Br:1][C:2]1[C:3]([F:23])=[C:4]([N:8]2[CH:13]=[C:12]([O:14][CH3:15])[C:11](=[O:16])[C:10]([C:17](N(OC)C)=[O:18])=[N:9]2)[CH:5]=[CH:6][CH:7]=1.[CH3:24][Mg+].[Br-]. The yield is 0.930. (2) The reactants are [NH2:1][C:2]1[C:10]([CH3:11])=[CH:9][C:8]([Br:12])=[CH:7][C:3]=1[C:4]([OH:6])=[O:5].[C:13](=O)([O-])[O-].[Cs+].[Cs+].IC. The catalyst is CN(C=O)C. The product is [NH2:1][C:2]1[C:10]([CH3:11])=[CH:9][C:8]([Br:12])=[CH:7][C:3]=1[C:4]([O:6][CH3:13])=[O:5]. The yield is 1.00. (3) The reactants are C(N(CC)CC)C.[C:8]([O:12][C:13]([CH3:16])([CH3:15])[CH3:14])(=[O:11])[CH:9]=[CH2:10].C1(C(C2C=CC=CC=2)CCP)C=CC=CC=1.[Cl:33][C:34]1[CH:60]=[CH:59][C:37]([O:38][C:39]2[C:48]3[C:43](=[CH:44][C:45](OS(C(F)(F)F)(=O)=O)=[C:46]([O:49][CH3:50])[CH:47]=3)[N:42]=[CH:41][N:40]=2)=[C:36]([F:61])[CH:35]=1. The catalyst is CN(C=O)C.C([O-])(=O)C.[Pd+2].C([O-])(=O)C. The product is [Cl:33][C:34]1[CH:60]=[CH:59][C:37]([O:38][C:39]2[C:48]3[C:43](=[CH:44][C:45]([CH:10]=[CH:9][C:8]([O:12][C:13]([CH3:16])([CH3:15])[CH3:14])=[O:11])=[C:46]([O:49][CH3:50])[CH:47]=3)[N:42]=[CH:41][N:40]=2)=[C:36]([F:61])[CH:35]=1. The yield is 0.490. (4) The reactants are O1CCOCC1.[Cl:7][C:8]1[N:12]=[CH:11][N:10]([C:13]2[CH:18]=[CH:17][C:16]([N+:19]([O-])=O)=[CH:15][C:14]=2[O:22][CH3:23])[N:9]=1.[S-2].[Na+].[Na+]. The catalyst is O. The product is [Cl:7][C:8]1[N:12]=[CH:11][N:10]([C:13]2[CH:18]=[CH:17][C:16]([NH2:19])=[CH:15][C:14]=2[O:22][CH3:23])[N:9]=1. The yield is 0.730. (5) The reactants are [C:1]([O:5][C:6](=[O:21])[NH:7][CH2:8][CH2:9][CH2:10][CH2:11][C:12]1[CH:17]=[CH:16][C:15]([C:18](=S)[NH2:19])=[CH:14][CH:13]=1)([CH3:4])([CH3:3])[CH3:2].IC.C([O-])(=O)C.[NH4+:28]. The catalyst is C(Cl)Cl. The product is [C:1]([O:5][C:6](=[O:21])[NH:7][CH2:8][CH2:9][CH2:10][CH2:11][C:12]1[CH:17]=[CH:16][C:15]([C:18](=[NH:28])[NH2:19])=[CH:14][CH:13]=1)([CH3:4])([CH3:3])[CH3:2]. The yield is 0.290. (6) The reactants are [C:1]1([C:7]([C:12]2[CH:17]=[CH:16][CH:15]=[CH:14][CH:13]=2)([CH3:11])[C:8]([OH:10])=O)[CH:6]=[CH:5][CH:4]=[CH:3][CH:2]=1.[NH2:18][CH2:19][CH2:20][CH2:21][N:22]1[CH2:27][CH2:26][CH:25]([C:28]2[CH:29]=[C:30]([NH:34][C:35](=[O:39])[CH:36]([CH3:38])[CH3:37])[CH:31]=[CH:32][CH:33]=2)[CH2:24][CH2:23]1.CN(C)CCCN=C=NCC. The catalyst is CN(C)C1C=CN=CC=1.C(Cl)Cl.CN(C=O)C. The product is [C:35]([NH:34][C:30]1[CH:29]=[C:28]([CH:25]2[CH2:26][CH2:27][N:22]([CH2:21][CH2:20][CH2:19][NH:18][C:8](=[O:10])[C:7]([C:1]3[CH:2]=[CH:3][CH:4]=[CH:5][CH:6]=3)([C:12]3[CH:17]=[CH:16][CH:15]=[CH:14][CH:13]=3)[CH3:11])[CH2:23][CH2:24]2)[CH:33]=[CH:32][CH:31]=1)(=[O:39])[CH:36]([CH3:38])[CH3:37]. The yield is 0.420. (7) The reactants are [I:1][C:2]1[CH:7]=[CH:6][CH:5]=[CH:4][C:3]=1[NH2:8].[N:9]([O-])=O.[Na+].O.O.Cl[Sn]Cl. The catalyst is Cl. The product is [I:1][C:2]1[CH:7]=[CH:6][CH:5]=[CH:4][C:3]=1[NH:8][NH2:9]. The yield is 0.440.